This data is from Forward reaction prediction with 1.9M reactions from USPTO patents (1976-2016). The task is: Predict the product of the given reaction. (1) Given the reactants Cl[C:2]1[C:7](=[O:8])[N:6]([CH2:9][C:10]2[CH:15]=[CH:14][C:13]([O:16][CH3:17])=[CH:12][CH:11]=2)[CH:5]=[C:4]2[CH2:18][N:19]([CH2:22][CH2:23][C:24]3[CH:33]=[CH:32][C:31]4[C:26](=[CH:27][CH:28]=[CH:29][CH:30]=4)[N:25]=3)[C:20](=[O:21])[C:3]=12.[NH:34]1[CH2:39][CH2:38][O:37][CH2:36][CH2:35]1.CC1(C)C2C(=C(P(C3C=CC=CC=3)C3C=CC=CC=3)C=CC=2)OC2C(P(C3C=CC=CC=3)C3C=CC=CC=3)=CC=CC1=2.C([O-])([O-])=O.[Cs+].[Cs+], predict the reaction product. The product is: [CH3:17][O:16][C:13]1[CH:12]=[CH:11][C:10]([CH2:9][N:6]2[C:7](=[O:8])[C:2]([N:34]3[CH2:39][CH2:38][O:37][CH2:36][CH2:35]3)=[C:3]3[C:20](=[O:21])[N:19]([CH2:22][CH2:23][C:24]4[CH:33]=[CH:32][C:31]5[C:26](=[CH:27][CH:28]=[CH:29][CH:30]=5)[N:25]=4)[CH2:18][C:4]3=[CH:5]2)=[CH:15][CH:14]=1. (2) Given the reactants [Cl:1][C:2]1[CH:7]=[CH:6][C:5]([C:8]([NH:10][NH2:11])=[O:9])=[CH:4][CH:3]=1.[CH2:12]([N:15]=[C:16]=[O:17])[CH:13]=[CH2:14].C(OCC)C, predict the reaction product. The product is: [Cl:1][C:2]1[CH:3]=[CH:4][C:5]([C:8]([NH:10][NH:11][C:16]([NH:15][CH2:12][CH:13]=[CH2:14])=[O:17])=[O:9])=[CH:6][CH:7]=1. (3) Given the reactants [Br:1][C:2]1[CH:9]=[C:8]([O:10][CH3:11])[C:7]([OH:12])=[CH:6][C:3]=1[CH:4]=[O:5].[CH2:13](Br)[C:14]1[CH:19]=[CH:18][CH:17]=[CH:16][CH:15]=1.C(=O)([O-])[O-].[K+].[K+], predict the reaction product. The product is: [CH2:13]([O:12][C:7]1[C:8]([O:10][CH3:11])=[CH:9][C:2]([Br:1])=[C:3]([CH:6]=1)[CH:4]=[O:5])[C:14]1[CH:19]=[CH:18][CH:17]=[CH:16][CH:15]=1. (4) The product is: [Cl:1][C:2]1[CH:3]=[C:4]([CH2:9][C:10]([O:12][CH3:13])=[O:11])[CH:5]=[CH:6][C:7]=1[O:8][CH2:20][C:19]1[CH:22]=[CH:23][C:16]([O:15][CH3:14])=[CH:17][CH:18]=1. Given the reactants [Cl:1][C:2]1[CH:3]=[C:4]([CH2:9][C:10]([O:12][CH3:13])=[O:11])[CH:5]=[CH:6][C:7]=1[OH:8].[CH3:14][O:15][C:16]1[CH:23]=[CH:22][C:19]([CH2:20]Cl)=[CH:18][CH:17]=1.C(=O)([O-])[O-].[K+].[K+].C(Cl)Cl, predict the reaction product. (5) Given the reactants [CH3:1][S:2]([C:4]1[CH:9]=[CH:8][C:7]([CH2:10][CH2:11][C:12]([O:14][CH3:15])=[O:13])=[CH:6][CH:5]=1)=[O:3].[F:16][C:17]([F:22])([F:21])[C:18]([NH2:20])=[O:19], predict the reaction product. The product is: [CH3:1][S:2]([C:4]1[CH:5]=[CH:6][C:7]([CH2:10][CH2:11][C:12]([O:14][CH3:15])=[O:13])=[CH:8][CH:9]=1)(=[N:20][C:18](=[O:19])[C:17]([F:22])([F:21])[F:16])=[O:3].